Dataset: Reaction yield outcomes from USPTO patents with 853,638 reactions. Task: Predict the reaction yield, written as a fraction of the theoretical maximum amount of product (1.0 means a 100% yield; for example, 0.34 means a 34% yield). (1) The reactants are S1(CCCC1)(=O)=O.[F:8][C@@H:9]1[CH2:13][NH:12][CH2:11][C@H:10]1[NH:14][C:15](=[O:22])[CH2:16][CH2:17]S(C)(=O)=O.F[C:24]1[N:32]=[C:31]2[C:27]([N:28]=[CH:29][N:30]2[CH3:33])=[C:26]([NH:34][C:35]2[C:36]([O:41][CH3:42])=[N:37][N:38]([CH3:40])[CH:39]=2)[N:25]=1.C(N(CC)C(C)C)(C)C.[OH-].[K+]. The catalyst is O. The product is [F:8][C@@H:9]1[CH2:13][N:12]([C:24]2[N:32]=[C:31]3[C:27]([N:28]=[CH:29][N:30]3[CH3:33])=[C:26]([NH:34][C:35]3[C:36]([O:41][CH3:42])=[N:37][N:38]([CH3:40])[CH:39]=3)[N:25]=2)[CH2:11][C@H:10]1[NH:14][C:15](=[O:22])[CH:16]=[CH2:17]. The yield is 0.590. (2) The reactants are [Br:1][C:2]1[CH:7]=[CH:6][C:5]([CH:8](C(O)=O)[C:9]([OH:11])=[O:10])=[CH:4][CH:3]=1.C(=O)=O. No catalyst specified. The product is [Br:1][C:2]1[CH:3]=[CH:4][C:5]([CH2:8][C:9]([OH:11])=[O:10])=[CH:6][CH:7]=1. The yield is 0.870. (3) The reactants are [C:1]([CH:3]([C:5]1[CH:6]=[C:7]([CH:12]=[CH:13][CH:14]=1)[C:8]([O:10][CH3:11])=[O:9])[CH3:4])#[N:2].C[O-].[Na+].Br[CH2:19][CH:20]1[CH2:22][CH2:21]1.[H-].[Na+]. The catalyst is C(#N)C.C(OCC)C. The product is [C:1]([C:3]([C:5]1[CH:6]=[C:7]([CH:12]=[CH:13][CH:14]=1)[C:8]([O:10][CH3:11])=[O:9])([CH3:4])[CH2:19][CH:20]1[CH2:22][CH2:21]1)#[N:2]. The yield is 0.0670. (4) The catalyst is ClCCl.C(OCC)C. The product is [F:1][C:2]1[CH:7]=[CH:6][C:5]([C:8]2[CH2:13][CH2:12][NH:11][CH2:10][CH:9]=2)=[CH:4][CH:3]=1. The yield is 0.950. The reactants are [F:1][C:2]1[CH:7]=[CH:6][C:5]([C:8]2[CH2:9][CH2:10][N:11](C(OC(C)(C)C)=O)[CH2:12][CH:13]=2)=[CH:4][CH:3]=1.Cl. (5) The product is [Br:7][C:8]1[CH:16]=[C:15]2[C:11]([C:12]3([CH2:20][CH2:19][C:18](=[O:22])[CH2:2][CH2:1]3)[C:13](=[O:17])[NH:14]2)=[CH:10][CH:9]=1. The reactants are [CH3:1][C:2](C)([O-])C.[K+].[Br:7][C:8]1[CH:16]=[C:15]2[C:11]([CH2:12][C:13](=[O:17])[NH:14]2)=[CH:10][CH:9]=1.[C:18]([O:22]C)(=O)[CH:19]=[CH2:20].O. The yield is 0.420. The catalyst is CS(C)=O. (6) The reactants are [Cl-].O[NH3+:3].[C:4](=[O:7])([O-])[OH:5].[Na+].CS(C)=O.[OH:13][C:14]([CH3:53])([CH3:52])[CH:15]([CH3:51])[O:16][C@H:17]1[CH2:22][CH2:21][C@H:20]([N:23]2[C:28](=[O:29])[C:27]([CH2:30][C:31]3[CH:36]=[CH:35][C:34]([C:37]4[C:38]([C:43]#[N:44])=[CH:39][CH:40]=[CH:41][CH:42]=4)=[CH:33][CH:32]=3)=[C:26]([CH2:45][CH2:46][CH3:47])[N:25]3[N:48]=[CH:49][CH:50]=[C:24]23)[CH2:19][CH2:18]1. The product is [OH:13][C:14]([CH3:52])([CH3:53])[CH:15]([CH3:51])[O:16][C@H:17]1[CH2:22][CH2:21][C@H:20]([N:23]2[C:28](=[O:29])[C:27]([CH2:30][C:31]3[CH:36]=[CH:35][C:34]([C:37]4[CH:42]=[CH:41][CH:40]=[CH:39][C:38]=4[C:43]4[NH:3][C:4](=[O:7])[O:5][N:44]=4)=[CH:33][CH:32]=3)=[C:26]([CH2:45][CH2:46][CH3:47])[N:25]3[N:48]=[CH:49][CH:50]=[C:24]23)[CH2:19][CH2:18]1. The catalyst is C(OCC)(=O)C. The yield is 0.730. (7) The yield is 0.790. The reactants are [CH2:1]([OH:4])[CH2:2][OH:3].C(OC)(OC)OC.O.C1(C)C=CC(S(O)(=O)=O)=CC=1.[CH2:24]([C@@:31]12[CH2:44][CH2:43][C:42](=O)[CH2:41][C@@H:40]1[CH2:39][CH2:38][C:37]1[CH:36]=[C:35]([C:46]([O:48][CH3:49])=[O:47])[CH:34]=[CH:33][C:32]2=1)[C:25]1[CH:30]=[CH:29][CH:28]=[CH:27][CH:26]=1.C([O-])(O)=O.[Na+]. The product is [CH2:24]([C@:31]12[C:32]3[C:37](=[CH:36][C:35]([C:46]([O:48][CH3:49])=[O:47])=[CH:34][CH:33]=3)[CH2:38][CH2:39][C@H:40]1[CH2:41][C:42]1([O:4][CH2:1][CH2:2][O:3]1)[CH2:43][CH2:44]2)[C:25]1[CH:26]=[CH:27][CH:28]=[CH:29][CH:30]=1. The catalyst is O.C(Cl)Cl. (8) The yield is 0.910. No catalyst specified. The product is [N:1]1[C:10]2[C:5](=[CH:6][CH:7]=[CH:8][CH:9]=2)[CH:4]=[CH:3][C:2]=1/[CH:11]=[CH:12]/[C:13]1[NH:27][C:23]2[C:22]([N:28]=1)=[C:21]1[C:26](=[CH:25][CH:24]=2)[N:17]=[CH:18][CH:19]=[CH:20]1. The reactants are [N:1]1[C:10]2[C:5](=[CH:6][CH:7]=[CH:8][CH:9]=2)[CH:4]=[CH:3][C:2]=1/[CH:11]=[CH:12]/[C:13](OC)=O.[N:17]1[C:26]2[C:21](=[C:22]([NH2:28])[C:23]([NH2:27])=[CH:24][CH:25]=2)[CH:20]=[CH:19][CH:18]=1. (9) The reactants are C(OC(=O)[NH:7][C@H:8]([CH2:30][C:31]1[CH:36]=[C:35]([F:37])[C:34]([F:38])=[CH:33][C:32]=1[F:39])[CH2:9][C:10]([N:12]1[CH2:17][CH2:16][N:15]2[C:18]([C:26]([F:29])([F:28])[F:27])=[N:19][C:20]([C:21](=[O:25])[N:22]([CH3:24])[CH3:23])=[C:14]2[CH2:13]1)=[O:11])(C)(C)C.[ClH:41]. The catalyst is C(OCC)(=O)C. The product is [ClH:41].[CH3:24][N:22]([CH3:23])[C:21]([C:20]1[N:19]=[C:18]([C:26]([F:29])([F:27])[F:28])[N:15]2[CH2:16][CH2:17][N:12]([C:10](=[O:11])[CH2:9][C@H:8]([NH2:7])[CH2:30][C:31]3[CH:36]=[C:35]([F:37])[C:34]([F:38])=[CH:33][C:32]=3[F:39])[CH2:13][C:14]=12)=[O:25]. The yield is 0.980. (10) The reactants are [F:1][C:2]1[CH:3]=[C:4]([CH:39]=[CH:40][CH:41]=1)[CH2:5][N:6]1[CH:10]=[C:9]([C:11]2[C:19]3[C:14](=[N:15][CH:16]=[C:17]([C:20]4[CH:21]=[CH:22][C:23]([CH:26]5[CH2:31][CH2:30][N:29](C(OC(C)(C)C)=O)[CH2:28][CH2:27]5)=[N:24][CH:25]=4)[CH:18]=3)[NH:13][CH:12]=2)[CH:8]=[N:7]1. The catalyst is CO.Cl.O1CCOCC1. The product is [F:1][C:2]1[CH:3]=[C:4]([CH:39]=[CH:40][CH:41]=1)[CH2:5][N:6]1[CH:10]=[C:9]([C:11]2[C:19]3[C:14](=[N:15][CH:16]=[C:17]([C:20]4[CH:25]=[N:24][C:23]([CH:26]5[CH2:31][CH2:30][NH:29][CH2:28][CH2:27]5)=[CH:22][CH:21]=4)[CH:18]=3)[NH:13][CH:12]=2)[CH:8]=[N:7]1. The yield is 0.630.